This data is from Catalyst prediction with 721,799 reactions and 888 catalyst types from USPTO. The task is: Predict which catalyst facilitates the given reaction. Reactant: [NH2:1][C:2]1[C:3]([NH:12][C@@H:13]2[CH2:18][CH2:17][C@H:16]([C:19]([NH:21][CH:22]([CH3:24])[CH3:23])=[O:20])[CH2:15][CH2:14]2)=[CH:4][C:5]([S:8]([CH3:11])(=[O:10])=[O:9])=[N:6][CH:7]=1.[F:25][C:26]1[CH:36]=[CH:35][C:29]([C:30]([N:32]=[C:33]=S)=[O:31])=[CH:28][CH:27]=1.CCN(C(C)C)C(C)C.C(Cl)CCl. Product: [F:25][C:26]1[CH:27]=[CH:28][C:29]([C:30](/[N:32]=[C:33]2/[N:12]([C@H:13]3[CH2:14][CH2:15][C@@H:16]([C:19](=[O:20])[NH:21][CH:22]([CH3:24])[CH3:23])[CH2:17][CH2:18]3)[C:3]3[CH:4]=[C:5]([S:8]([CH3:11])(=[O:9])=[O:10])[N:6]=[CH:7][C:2]=3[NH:1]/2)=[O:31])=[CH:35][CH:36]=1. The catalyst class is: 76.